This data is from Full USPTO retrosynthesis dataset with 1.9M reactions from patents (1976-2016). The task is: Predict the reactants needed to synthesize the given product. The reactants are: [CH3:1][Al](C)C.[Br:5][C:6]1[CH:7]=[C:8]2[C:13](=[CH:14][CH:15]=1)[O:12][C:11]([CH3:17])([CH3:16])[CH2:10][C:9]2=[O:18]. Given the product [Br:5][C:6]1[CH:7]=[C:8]2[C:13](=[CH:14][CH:15]=1)[O:12][C:11]([CH3:16])([CH3:17])[CH2:10][C:9]2([CH3:1])[OH:18], predict the reactants needed to synthesize it.